Dataset: Catalyst prediction with 721,799 reactions and 888 catalyst types from USPTO. Task: Predict which catalyst facilitates the given reaction. Reactant: [Li]CCCC.C(NC(C)C)(C)C.[I:13][C:14]1[CH:19]=[CH:18][CH:17]=[C:16]([F:20])[CH:15]=1.[N:21]1[C:30]2[C:25](=[CH:26][CH:27]=[CH:28][CH:29]=2)[C:24]([CH:31]=[O:32])=[CH:23][CH:22]=1. Product: [F:20][C:16]1[CH:17]=[CH:18][CH:19]=[C:14]([I:13])[C:15]=1[CH:31]([C:24]1[C:25]2[C:30](=[CH:29][CH:28]=[CH:27][CH:26]=2)[N:21]=[CH:22][CH:23]=1)[OH:32]. The catalyst class is: 1.